Dataset: Full USPTO retrosynthesis dataset with 1.9M reactions from patents (1976-2016). Task: Predict the reactants needed to synthesize the given product. (1) Given the product [CH3:29][O:28][C:26]([C:17]1[N:12]=[C:8]2[C:7]([C:1]3[CH:2]=[CH:3][CH:4]=[CH:5][CH:6]=3)=[CH:11][NH:10][N:9]2[C:19](=[O:21])[C:18]=1[OH:22])=[O:27], predict the reactants needed to synthesize it. The reactants are: [C:1]1([C:7]2[C:8]([NH2:12])=[N:9][NH:10][CH:11]=2)[CH:6]=[CH:5][CH:4]=[CH:3][CH:2]=1.C(O/[C:17](/[C:26]([O-:28])=[O:27])=[C:18](/[O:22]C(=O)C)\[C:19]([O-:21])=O)(=O)C.[C:29]1(C)C=CC(S(O)(=O)=O)=CC=1.C(O)C. (2) Given the product [I:15][C:7]1[C:8]([CH2:10][NH:11][C:12](=[O:14])[CH3:13])=[CH:9][C:4]2[O:3][CH2:2][O:1][C:5]=2[CH:6]=1, predict the reactants needed to synthesize it. The reactants are: [O:1]1[C:5]2[CH:6]=[CH:7][C:8]([CH2:10][NH:11][C:12](=[O:14])[CH3:13])=[CH:9][C:4]=2[O:3][CH2:2]1.[I:15]Cl.[O-]S([O-])(=S)=O.[Na+].[Na+]. (3) Given the product [CH2:1]([N:5]1[C:13]2[C:8](=[CH:9][CH:10]=[C:11]([C:14]([NH:35][C@@H:36]([CH2:50][C:51]3[CH:52]=[C:53]([F:58])[CH:54]=[C:55]([F:57])[CH:56]=3)[C@H:37]([OH:49])[CH2:38][NH:39][CH2:40][C:41]3[CH:46]=[CH:45][CH:44]=[C:43]([CH2:47][CH3:48])[CH:42]=3)=[O:15])[CH:12]=2)[C:7]([C:17](=[O:22])[C:18]([F:19])([F:20])[F:21])=[CH:6]1)[CH2:2][CH2:3][CH3:4], predict the reactants needed to synthesize it. The reactants are: [CH2:1]([N:5]1[C:13]2[C:8](=[CH:9][CH:10]=[C:11]([C:14](O)=[O:15])[CH:12]=2)[C:7]([C:17](=[O:22])[C:18]([F:21])([F:20])[F:19])=[CH:6]1)[CH2:2][CH2:3][CH3:4].C(N1C=CN=C1)(N1C=CN=C1)=O.[NH2:35][C@@H:36]([CH2:50][C:51]1[CH:56]=[C:55]([F:57])[CH:54]=[C:53]([F:58])[CH:52]=1)[C@H:37]([OH:49])[CH2:38][NH:39][CH2:40][C:41]1[CH:46]=[CH:45][CH:44]=[C:43]([CH2:47][CH3:48])[CH:42]=1. (4) Given the product [CH2:16]([S:15][CH:10]([CH:9]([O:8][CH3:7])[O:23][CH3:24])[CH2:11][NH2:12])[C:17]1[CH:22]=[CH:21][CH:20]=[CH:19][CH:18]=1, predict the reactants needed to synthesize it. The reactants are: [H-].[Al+3].[Li+].[H-].[H-].[H-].[CH3:7][O:8][CH:9]([O:23][CH3:24])[CH:10]([S:15][CH2:16][C:17]1[CH:22]=[CH:21][CH:20]=[CH:19][CH:18]=1)[CH2:11][N+:12]([O-])=O.O.[OH-].[Na+]. (5) Given the product [C:25]([O:24][C@@H:18]([C:9]1[C:8]([CH3:29])=[CH:7][C:5]2[N:6]=[C:2]([C:35]3[CH:36]=[CH:37][C:32]([NH:31][CH3:30])=[C:33]([N+:47]([O-:49])=[O:48])[CH:34]=3)[S:3][C:4]=2[C:10]=1[C:11]1[CH:16]=[CH:15][C:14]([Cl:17])=[CH:13][CH:12]=1)[C:19]([O:21][CH2:22][CH3:23])=[O:20])([CH3:28])([CH3:27])[CH3:26], predict the reactants needed to synthesize it. The reactants are: Br[C:2]1[S:3][C:4]2[C:10]([C:11]3[CH:16]=[CH:15][C:14]([Cl:17])=[CH:13][CH:12]=3)=[C:9]([C@H:18]([O:24][C:25]([CH3:28])([CH3:27])[CH3:26])[C:19]([O:21][CH2:22][CH3:23])=[O:20])[C:8]([CH3:29])=[CH:7][C:5]=2[N:6]=1.[CH3:30][NH:31][C:32]1[CH:37]=[CH:36][C:35](B2OC(C)(C)C(C)(C)O2)=[CH:34][C:33]=1[N+:47]([O-:49])=[O:48].C(=O)([O-])[O-].[K+].[K+].CCOC(C)=O.